Predict the reactants needed to synthesize the given product. From a dataset of Full USPTO retrosynthesis dataset with 1.9M reactions from patents (1976-2016). (1) Given the product [C:1]([O:5][C:6]([N:8]([CH2:36][C@H:37]([OH:44])[C:38]1[CH:43]=[CH:42][CH:41]=[CH:40][CH:39]=1)[CH2:9][CH2:10][C:11]1[CH:12]=[CH:13][C:14]([C:17]2[CH:22]=[CH:21][C:20]([CH2:23][C:24]([OH:26])=[O:25])=[C:19]([O:29][CH:30]3[CH2:35][CH2:34][CH2:33][CH2:32][CH2:31]3)[CH:18]=2)=[CH:15][CH:16]=1)=[O:7])([CH3:4])([CH3:2])[CH3:3], predict the reactants needed to synthesize it. The reactants are: [C:1]([O:5][C:6]([N:8]([CH2:36][C@H:37]([OH:44])[C:38]1[CH:43]=[CH:42][CH:41]=[CH:40][CH:39]=1)[CH2:9][CH2:10][C:11]1[CH:16]=[CH:15][C:14]([C:17]2[CH:22]=[CH:21][C:20]([CH2:23][C:24]([O:26]CC)=[O:25])=[C:19]([O:29][CH:30]3[CH2:35][CH2:34][CH2:33][CH2:32][CH2:31]3)[CH:18]=2)=[CH:13][CH:12]=1)=[O:7])([CH3:4])([CH3:3])[CH3:2].[OH-].[Na+].Cl. (2) Given the product [Si:30]([O:29][C@H:28]([C:37]1[CH:42]=[C:41]([OH:43])[CH:40]=[C:39]([OH:51])[CH:38]=1)[CH2:27][NH:26][CH2:25][CH2:24][C:21]1[CH:22]=[CH:23][C:18]([O:17][CH2:16][CH2:15][C:12]2[CH:13]=[CH:14][C:9]([OH:8])=[C:10]([C@@H:59]([C:69]3[CH:74]=[CH:73][CH:72]=[CH:71][CH:70]=3)[CH2:60][CH2:61][N:62]([CH:63]([CH3:65])[CH3:64])[CH:66]([CH3:68])[CH3:67])[CH:11]=2)=[CH:19][CH:20]=1)([C:33]([CH3:36])([CH3:34])[CH3:35])([CH3:32])[CH3:31], predict the reactants needed to synthesize it. The reactants are: C([O:8][C:9]1[CH:14]=[CH:13][C:12]([CH2:15][CH2:16][O:17][C:18]2[CH:23]=[CH:22][C:21]([CH2:24][CH2:25][NH:26][CH2:27][C@@H:28]([C:37]3[CH:42]=[C:41]([O:43]CC4C=CC=CC=4)[CH:40]=[C:39]([O:51]CC4C=CC=CC=4)[CH:38]=3)[O:29][Si:30]([C:33]([CH3:36])([CH3:35])[CH3:34])([CH3:32])[CH3:31])=[CH:20][CH:19]=2)=[CH:11][C:10]=1[C@@H:59]([C:69]1[CH:74]=[CH:73][CH:72]=[CH:71][CH:70]=1)[CH2:60][CH2:61][N:62]([CH:66]([CH3:68])[CH3:67])[CH:63]([CH3:65])[CH3:64])C1C=CC=CC=1.C([O-])=O.[NH4+]. (3) Given the product [Br:1][C:2]1[CH:3]=[C:4]([CH3:11])[C:5]([C:6]([OH:8])=[O:7])=[C:9]([Cl:12])[CH:10]=1, predict the reactants needed to synthesize it. The reactants are: [Br:1][C:2]1[CH:10]=[CH:9][C:5]([C:6]([OH:8])=[O:7])=[C:4]([CH3:11])[CH:3]=1.[Cl:12]N1C(=O)CCC1=O.O. (4) Given the product [NH2:4][C:5]1[N:13]=[C:12]2[C:8]([N:9]=[CH:10][N:11]2[C@@H:20]2[O:21][C@H:22]([CH2:28][OH:29])[C@H:23]([OH:24])[C@H:19]2[OH:18])=[C:7]([Cl:14])[N:6]=1, predict the reactants needed to synthesize it. The reactants are: C([NH:4][C:5]1[N:13]=[C:12]2[C:8]([NH:9][CH:10]=[N:11]2)=[C:7]([Cl:14])[N:6]=1)(=O)C.C([O:18][C@@H:19]1[C@H:23]([O:24]C(=O)C)[C@@H:22]([CH2:28][O:29]C(=O)C)[O:21][C@H:20]1C1N=C2C(NC=N2)=CN=1)(=O)C.N.